Dataset: Forward reaction prediction with 1.9M reactions from USPTO patents (1976-2016). Task: Predict the product of the given reaction. (1) Given the reactants [CH2:1]([C@H:4]1[CH2:9][CH2:8][C@H:7]([CH:10]2[CH2:15][CH2:14][C:13](=[O:16])[CH:12]=[CH:11]2)[CH2:6][CH2:5]1)[CH2:2][CH3:3].[Cl-].[NH4+], predict the reaction product. The product is: [CH2:4]([C@H:5]1[CH2:6][CH2:7][C@H:1]([CH:4]2[CH2:5][CH2:6][CH:7]([CH:10]3[CH2:15][CH2:14][C:13]([CH2:14][CH2:15][CH2:10][CH2:11][CH3:12])([OH:16])[CH:12]=[CH:11]3)[CH2:8][CH2:9]2)[CH2:2][CH2:3]1)[CH2:1][CH2:2][CH3:3]. (2) Given the reactants [NH2:1][C:2]1[N:7]([CH2:8][C:9]2[CH:14]=[CH:13][CH:12]=[CH:11][CH:10]=2)[C:6](=[O:15])[NH:5][C:4](=[O:16])[C:3]=1Br.[CH3:18][NH2:19], predict the reaction product. The product is: [NH2:1][C:2]1[N:7]([CH2:8][C:9]2[CH:14]=[CH:13][CH:12]=[CH:11][CH:10]=2)[C:6](=[O:15])[NH:5][C:4](=[O:16])[C:3]=1[NH:19][CH3:18].